From a dataset of Retrosynthesis with 50K atom-mapped reactions and 10 reaction types from USPTO. Predict the reactants needed to synthesize the given product. Given the product C[Si](C)(C)CCOC(=O)C1CCCC(=O)C1, predict the reactants needed to synthesize it. The reactants are: C[Si](C)(C)CCO.O=C1CCCC(C(=O)O)C1.